Dataset: Reaction yield outcomes from USPTO patents with 853,638 reactions. Task: Predict the reaction yield, written as a fraction of the theoretical maximum amount of product (1.0 means a 100% yield; for example, 0.34 means a 34% yield). (1) The reactants are NC(N)=O.[NH2:5][C:6]1[C:7]([OH:17])=[C:8]([S:13]([NH2:16])(=[O:15])=[O:14])[C:9]([Cl:12])=[CH:10][CH:11]=1.[O:18]([C:25]1[CH:30]=[CH:29][CH:28]=[CH:27][C:26]=1[N:31]=[C:32]=[O:33])[C:19]1[CH:24]=[CH:23][CH:22]=[CH:21][CH:20]=1. No catalyst specified. The product is [Cl:12][C:9]1[CH:10]=[CH:11][C:6]([NH:5][C:32]([NH:31][C:26]2[CH:27]=[CH:28][CH:29]=[CH:30][C:25]=2[O:18][C:19]2[CH:24]=[CH:23][CH:22]=[CH:21][CH:20]=2)=[O:33])=[C:7]([OH:17])[C:8]=1[S:13]([NH2:16])(=[O:15])=[O:14]. The yield is 0.520. (2) The reactants are [O:1]1[CH:5]=[CH:4][CH:3]=[C:2]1[C:6]1[N:10]([C:11]2[CH:16]=[CH:15][C:14]([O:17][CH3:18])=[CH:13][CH:12]=2)[N:9]=[C:8]([C:19]([O:21]C(C)(C)C)=[O:20])[CH:7]=1.FC(F)(F)C(O)=O. The catalyst is ClCCl. The product is [O:1]1[CH:5]=[CH:4][CH:3]=[C:2]1[C:6]1[N:10]([C:11]2[CH:12]=[CH:13][C:14]([O:17][CH3:18])=[CH:15][CH:16]=2)[N:9]=[C:8]([C:19]([OH:21])=[O:20])[CH:7]=1. The yield is 0.960.